The task is: Regression/Classification. Given a drug SMILES string, predict its absorption, distribution, metabolism, or excretion properties. Task type varies by dataset: regression for continuous measurements (e.g., permeability, clearance, half-life) or binary classification for categorical outcomes (e.g., BBB penetration, CYP inhibition). For this dataset (b3db_regression), we predict Y.. This data is from Blood-brain barrier permeability regression values from the B3DB database. (1) The molecule is CCCCN1CC2CC3=CC(=C(C=C3C2C1)OC)OC.Cl. The Y is 0.310 log(BB ratio). (2) The compound is CCC1=CC=CC=C1. The Y is 0.200 log(BB ratio).